The task is: Predict the reactants needed to synthesize the given product.. This data is from Full USPTO retrosynthesis dataset with 1.9M reactions from patents (1976-2016). (1) Given the product [C:30]([C:25]1[CH:26]=[CH:27][CH:28]=[CH:29][C:24]=1[CH2:23][O:22][C:20]1[N:19]([C:32]2[CH:37]=[CH:36][CH:35]=[CH:34][C:33]=2[F:38])[N:18]=[C:17]([C:15]([NH:14][C@H:6]([C:7]2[CH:12]=[CH:11][CH:10]=[CH:9][C:8]=2[CH3:13])[CH2:5][C:4]([OH:39])=[O:3])=[O:16])[CH:21]=1)#[N:31], predict the reactants needed to synthesize it. The reactants are: C([O:3][C:4](=[O:39])[CH2:5][C@H:6]([NH:14][C:15]([C:17]1[CH:21]=[C:20]([O:22][CH2:23][C:24]2[CH:29]=[CH:28][CH:27]=[CH:26][C:25]=2[C:30]#[N:31])[N:19]([C:32]2[CH:37]=[CH:36][CH:35]=[CH:34][C:33]=2[F:38])[N:18]=1)=[O:16])[C:7]1[CH:12]=[CH:11][CH:10]=[CH:9][C:8]=1[CH3:13])C.[OH-].[Li+]. (2) Given the product [CH3:21][C:22]1[CH:23]=[C:24]([N:29]2[CH2:30][CH2:31][N:32]([CH2:19][CH2:18][CH2:17][C:9]3[CH:10]=[C:11]([C:12]4[S:13][CH:14]=[CH:15][CH:16]=4)[N:7]([C:1]4[CH:6]=[CH:5][CH:4]=[CH:3][CH:2]=4)[N:8]=3)[CH2:33][CH2:34]2)[CH:25]=[CH:26][C:27]=1[CH3:28], predict the reactants needed to synthesize it. The reactants are: [C:1]1([N:7]2[C:11]([C:12]3[S:13][CH:14]=[CH:15][CH:16]=3)=[CH:10][C:9]([CH2:17][CH2:18][CH:19]=O)=[N:8]2)[CH:6]=[CH:5][CH:4]=[CH:3][CH:2]=1.[CH3:21][C:22]1[CH:23]=[C:24]([N:29]2[CH2:34][CH2:33][NH:32][CH2:31][CH2:30]2)[CH:25]=[CH:26][C:27]=1[CH3:28].CCN(C(C)C)C(C)C.[BH-](OC(C)=O)(OC(C)=O)OC(C)=O.[Na+].